Dataset: Full USPTO retrosynthesis dataset with 1.9M reactions from patents (1976-2016). Task: Predict the reactants needed to synthesize the given product. (1) Given the product [Br:1][C:2]1[CH:3]=[C:4]2[C:9](=[CH:10][CH:11]=1)[N:8]=[CH:7][C:6]([C:12]([CH:14]1[CH2:16][CH2:15]1)=[O:13])=[C:5]2[NH:18][C@H:19]1[CH2:24][CH2:23][C@H:22]([NH:25][C:26](=[O:32])[O:27][C:28]([CH3:30])([CH3:29])[CH3:31])[CH2:21][CH2:20]1, predict the reactants needed to synthesize it. The reactants are: [Br:1][C:2]1[CH:3]=[C:4]2[C:9](=[CH:10][CH:11]=1)[N:8]=[CH:7][C:6]([C:12]([CH:14]1[CH2:16][CH2:15]1)=[O:13])=[C:5]2Cl.[NH2:18][C@H:19]1[CH2:24][CH2:23][C@H:22]([NH:25][C:26](=[O:32])[O:27][C:28]([CH3:31])([CH3:30])[CH3:29])[CH2:21][CH2:20]1. (2) Given the product [Cl:27][C:21]1[CH:22]=[C:23]([F:26])[CH:24]=[CH:25][C:20]=1[CH2:19][NH:10][C:9]1[C:4]2[N:5]([C:16]([CH3:17])=[C:2]([CH3:1])[N:3]=2)[CH:6]=[C:7]([N:11]2[CH:15]=[N:14][CH:13]=[N:12]2)[CH:8]=1, predict the reactants needed to synthesize it. The reactants are: [CH3:1][C:2]1[N:3]=[C:4]2[C:9]([NH2:10])=[CH:8][C:7]([N:11]3[CH:15]=[N:14][CH:13]=[N:12]3)=[CH:6][N:5]2[C:16]=1[CH3:17].Br[CH2:19][C:20]1[CH:25]=[CH:24][C:23]([F:26])=[CH:22][C:21]=1[Cl:27].C(=O)([O-])[O-].[Na+].[Na+]. (3) The reactants are: [H-].[Na+].[CH2:3]([OH:7])[C:4]#[C:5][CH3:6].Cl[C:9]1[CH:14]=[C:13]([N:15]2[CH2:20][CH:19]([CH2:21][CH3:22])[CH2:18][CH:17]([CH2:23][CH3:24])[CH2:16]2)[N:12]=[CH:11][N:10]=1.[Cl-].[NH4+]. Given the product [CH2:3]([O:7][C:9]1[CH:14]=[C:13]([N:15]2[CH2:16][CH:17]([CH2:23][CH3:24])[CH2:18][CH:19]([CH2:21][CH3:22])[CH2:20]2)[N:12]=[CH:11][N:10]=1)[C:4]#[C:5][CH3:6], predict the reactants needed to synthesize it. (4) Given the product [CH3:21][N:22]([CH3:23])[C:7]([C:3]1[C:2]([CH3:1])=[CH:6][NH:5][N:4]=1)=[O:9], predict the reactants needed to synthesize it. The reactants are: [CH3:1][C:2]1[C:3]([C:7]([OH:9])=O)=[N:4][NH:5][CH:6]=1.C1C=CC2N(O)N=NC=2C=1.C[CH2:21][N:22]=[C:23]=NCCCN(C)C.CCN(C(C)C)C(C)C.CNC. (5) Given the product [CH2:1]([O:3][CH:4]([O:7][CH2:8][CH3:9])[C:5](=[NH:6])[O:11][CH3:10])[CH3:2], predict the reactants needed to synthesize it. The reactants are: [CH2:1]([O:3][CH:4]([O:7][CH2:8][CH3:9])[C:5]#[N:6])[CH3:2].[CH3:10][O-:11].[Na+].